This data is from Full USPTO retrosynthesis dataset with 1.9M reactions from patents (1976-2016). The task is: Predict the reactants needed to synthesize the given product. (1) The reactants are: [Cl:1][C:2]1[N:7]=[C:6]([NH:8]CC2C=CC(OC)=CC=2)[C:5]([C:18]([O:20][CH3:21])=[O:19])=[CH:4][CH:3]=1.C1(OC)C=CC=CC=1. Given the product [NH2:8][C:6]1[C:5]([C:18]([O:20][CH3:21])=[O:19])=[CH:4][CH:3]=[C:2]([Cl:1])[N:7]=1, predict the reactants needed to synthesize it. (2) Given the product [CH3:1][O:2][C:3]1[CH:4]=[C:5]2[C:10](=[CH:11][C:12]=1[O:13][CH3:14])[N:9]=[CH:8][N:7]=[C:6]2[S:15][C:16]1[CH:17]=[C:18]([NH:19][C:32]([NH:31][C:29]2[N:28]([C:41]3[CH:42]=[N:43][CH:44]=[CH:45][CH:46]=3)[N:27]=[C:26]([CH:23]([CH3:25])[CH3:24])[CH:30]=2)=[O:33])[CH:20]=[CH:21][CH:22]=1, predict the reactants needed to synthesize it. The reactants are: [CH3:1][O:2][C:3]1[CH:4]=[C:5]2[C:10](=[CH:11][C:12]=1[O:13][CH3:14])[N:9]=[CH:8][N:7]=[C:6]2[S:15][C:16]1[CH:17]=[C:18]([CH:20]=[CH:21][CH:22]=1)[NH2:19].[CH:23]([C:26]1[CH:30]=[C:29]([NH:31][C:32](=O)[O:33]C2C=CC=CC=2)[N:28]([C:41]2[CH:42]=[N:43][CH:44]=[CH:45][CH:46]=2)[N:27]=1)([CH3:25])[CH3:24]. (3) The reactants are: C1(S([N:10]2[C:14]3=[N:15][CH:16]=[C:17]([F:19])[CH:18]=[C:13]3[CH:12]=[C:11]2[C:20]([C:25]2[CH:30]=[CH:29][C:28]([S:31]([CH3:34])(=[O:33])=[O:32])=[CH:27][CH:26]=2)=[CH:21][CH:22]([CH3:24])[CH3:23])(=O)=O)C=CC=CC=1.[F-].C([N+](CCCC)(CCCC)CCCC)CCC. Given the product [F:19][C:17]1[CH:18]=[C:13]2[CH:12]=[C:11]([C:20]([C:25]3[CH:26]=[CH:27][C:28]([S:31]([CH3:34])(=[O:32])=[O:33])=[CH:29][CH:30]=3)=[CH:21][CH:22]([CH3:24])[CH3:23])[NH:10][C:14]2=[N:15][CH:16]=1, predict the reactants needed to synthesize it. (4) Given the product [CH2:1]([NH:5][C:6]1[N:14]=[C:13]2[C:9]([N:10]=[C:11]([O:24][CH3:25])[N:12]2[CH2:15][CH2:16][CH2:17][CH2:18][CH:23]2[CH2:22][CH2:60][O:59][CH2:58][CH2:57]2)=[C:8]([NH2:26])[N:7]=1)[CH2:2][CH2:3][CH3:4], predict the reactants needed to synthesize it. The reactants are: [CH2:1]([NH:5][C:6]1[N:14]=[C:13]2[C:9]([N:10]=[C:11]([O:24][CH3:25])[N:12]2[CH2:15][CH2:16][CH2:17][CH:18]2[CH2:23][CH2:22]OCC2)=[C:8]([NH2:26])[N:7]=1)[CH2:2][CH2:3][CH3:4].FC(F)(F)C(O)=O.C(NC1NC2C(N=C(OC)N=2)=C(N)N=1)CCC.BrCCCCC1C[CH2:60][O:59][CH2:58][CH2:57]1. (5) Given the product [Cl:26][C:27]1[N:32]=[CH:31][C:30]([C:44]2[CH:43]=[CH:3][C:4]([C:2]3[N:6]([S:7]([C:10]4[CH:11]=[N:12][CH:13]=[CH:14][CH:15]=4)(=[O:9])=[O:8])[CH:5]=[C:4]([CH2:16][N:17]([CH3:25])[C:18](=[O:24])[O:19][C:20]([CH3:23])([CH3:22])[CH3:21])[CH:3]=3)=[CH:5][N:6]=2)=[CH:29][CH:28]=1, predict the reactants needed to synthesize it. The reactants are: Br[C:2]1[N:6]([S:7]([C:10]2[CH:11]=[N:12][CH:13]=[CH:14][CH:15]=2)(=[O:9])=[O:8])[CH:5]=[C:4]([CH2:16][N:17]([CH3:25])[C:18](=[O:24])[O:19][C:20]([CH3:23])([CH3:22])[CH3:21])[CH:3]=1.[Cl:26][C:27]1[N:32]=[CH:31][C:30](B(O)O)=[CH:29][CH:28]=1.C(=O)([O-])O.[Na+].CO[CH2:43][CH2:44]OC. (6) The reactants are: [C:1]([C:5]1[CH:6]=[CH:7][C:8]2[O:12][C:11]([C:13]3[CH:14]=[C:15]([NH2:28])[CH:16]=[C:17]([CH2:19][O:20][C:21]4[CH:26]=[CH:25][CH:24]=[C:23]([Cl:27])[CH:22]=4)[CH:18]=3)=[N:10][C:9]=2[CH:29]=1)([CH3:4])([CH3:3])[CH3:2].[F:30][C:31]([F:42])([F:41])[C:32]1[CH:40]=[CH:39][CH:38]=[CH:37][C:33]=1[C:34](Cl)=[O:35]. Given the product [C:1]([C:5]1[CH:6]=[CH:7][C:8]2[O:12][C:11]([C:13]3[CH:14]=[C:15]([NH:28][C:34](=[O:35])[C:33]4[CH:37]=[CH:38][CH:39]=[CH:40][C:32]=4[C:31]([F:30])([F:41])[F:42])[CH:16]=[C:17]([CH2:19][O:20][C:21]4[CH:26]=[CH:25][CH:24]=[C:23]([Cl:27])[CH:22]=4)[CH:18]=3)=[N:10][C:9]=2[CH:29]=1)([CH3:4])([CH3:2])[CH3:3], predict the reactants needed to synthesize it. (7) Given the product [Br:3][C:4]1[CH:13]=[C:12]([CH2:14][N:15]([C:17]([O:19][C:20]([CH3:23])([CH3:22])[CH3:21])=[O:18])[CH3:16])[CH:11]=[CH:10][C:5]=1[C:6]([OH:8])=[O:7], predict the reactants needed to synthesize it. The reactants are: [OH-].[Na+].[Br:3][C:4]1[CH:13]=[C:12]([CH2:14][N:15]([C:17]([O:19][C:20]([CH3:23])([CH3:22])[CH3:21])=[O:18])[CH3:16])[CH:11]=[CH:10][C:5]=1[C:6]([O:8]C)=[O:7].